Dataset: Forward reaction prediction with 1.9M reactions from USPTO patents (1976-2016). Task: Predict the product of the given reaction. Given the reactants CS(OCC[C:8]1[CH:13]=[CH:12][C:11]([NH:14][C:15]2[N:24]=[CH:23][C:22]3[CH2:21][C@@H:20]([C:25]4[CH:30]=[CH:29][CH:28]=[CH:27][C:26]=4[F:31])[C:19]4[CH:32]=[CH:33][CH:34]=[CH:35][C:18]=4[C:17]=3[N:16]=2)=[CH:10][CH:9]=1)(=O)=O.[NH:36]1[CH2:41][CH2:40][NH:39][CH2:38][CH2:37]1.[CH2:42](N(CC)CC)[CH3:43], predict the reaction product. The product is: [F:31][C:26]1[CH:27]=[CH:28][CH:29]=[CH:30][C:25]=1[C@H:20]1[C:19]2[CH:32]=[CH:33][CH:34]=[CH:35][C:18]=2[C:17]2[N:16]=[C:15]([NH:14][C:11]3[CH:12]=[CH:13][CH:8]=[C:9]([CH2:42][CH2:43][N:36]4[CH2:41][CH2:40][NH:39][CH2:38][CH2:37]4)[CH:10]=3)[N:24]=[CH:23][C:22]=2[CH2:21]1.